This data is from Reaction yield outcomes from USPTO patents with 853,638 reactions. The task is: Predict the reaction yield, written as a fraction of the theoretical maximum amount of product (1.0 means a 100% yield; for example, 0.34 means a 34% yield). (1) The reactants are [NH:1]1[CH:5]=[C:4]([C:6]2[CH:11]=[CH:10][N:9]=[C:8]3[N:12]([CH2:15][O:16][CH2:17][CH2:18][Si:19]([CH3:22])([CH3:21])[CH3:20])[CH:13]=[CH:14][C:7]=23)[CH:3]=[N:2]1.[C:23]([C:25]1[CH:26]=[C:27](B(O)O)[CH:28]=[CH:29][CH:30]=1)#[N:24].CN(C=O)C.N1C=CC=CC=1. The catalyst is C(OCC)(=O)C.C([O-])(=O)C.C([O-])(=O)C.[Cu+2]. The product is [CH3:20][Si:19]([CH3:22])([CH3:21])[CH2:18][CH2:17][O:16][CH2:15][N:12]1[C:8]2=[N:9][CH:10]=[CH:11][C:6]([C:4]3[CH:5]=[N:1][N:2]([C:29]4[CH:30]=[C:25]([CH:26]=[CH:27][CH:28]=4)[C:23]#[N:24])[CH:3]=3)=[C:7]2[CH:14]=[CH:13]1. The yield is 0.920. (2) The reactants are [CH3:1][C:2]1[CH:7]=[C:6]([CH2:8][C:9]2[CH:14]=[CH:13][C:12]([O:15][CH2:16][O:17][CH3:18])=[C:11]([CH:19]([CH3:21])[CH3:20])[CH:10]=2)[C:5]([CH3:22])=[CH:4][C:3]=1[OH:23].CN.[I:26]I. The catalyst is CCO.O. The product is [CH3:1][C:2]1[CH:7]=[C:6]([CH2:8][C:9]2[CH:14]=[CH:13][C:12]([O:15][CH2:16][O:17][CH3:18])=[C:11]([CH:19]([CH3:20])[CH3:21])[CH:10]=2)[C:5]([CH3:22])=[C:4]([I:26])[C:3]=1[OH:23]. The yield is 0.640. (3) The reactants are [NH2:1][CH2:2][CH2:3][NH:4][C:5]1[N:10]=[C:9]([C:11]2[CH:16]=[CH:15][C:14]([Cl:17])=[CH:13][C:12]=2[Cl:18])[C:8]([CH2:19][N:20]2[CH2:25][CH2:24][O:23][CH2:22][CH2:21]2)=[CH:7][N:6]=1.Cl[C:27]1[CH:32]=[CH:31][C:30]([N+:33]([O-:35])=[O:34])=[C:29]([NH2:36])[N:28]=1. The catalyst is CO.C(Cl)Cl. The product is [Cl:18][C:12]1[CH:13]=[C:14]([Cl:17])[CH:15]=[CH:16][C:11]=1[C:9]1[C:8]([CH2:19][N:20]2[CH2:25][CH2:24][O:23][CH2:22][CH2:21]2)=[CH:7][N:6]=[C:5]([NH:4][CH2:3][CH2:2][NH:1][C:27]2[CH:32]=[CH:31][C:30]([N+:33]([O-:35])=[O:34])=[C:29]([NH2:36])[N:28]=2)[N:10]=1. The yield is 0.600. (4) The reactants are [C:9](O[C:9]([O:11][C:12]([CH3:15])([CH3:14])[CH3:13])=[O:10])([O:11][C:12]([CH3:15])([CH3:14])[CH3:13])=[O:10].[Br:16][C:17]1[N:18]=[C:19]([NH:28][CH:29]2[CH2:31][CH2:30]2)[C:20]2[N:21]([C:23]([CH:26]=[O:27])=[CH:24][N:25]=2)[CH:22]=1. The catalyst is CN(C1C=CN=CC=1)C.ClCCl. The product is [Br:16][C:17]1[N:18]=[C:19]([N:28]([CH:29]2[CH2:30][CH2:31]2)[C:9](=[O:10])[O:11][C:12]([CH3:13])([CH3:14])[CH3:15])[C:20]2[N:21]([C:23]([CH:26]=[O:27])=[CH:24][N:25]=2)[CH:22]=1. The yield is 0.870. (5) The reactants are [F:1][C:2]1[CH:10]=[CH:9][CH:8]=[CH:7][C:3]=1[C:4](O)=O.[C:11](Cl)([C:13](Cl)=O)=O.CC[N:19]([CH2:22][CH3:23])CC.[C:24](O[Na])([CH3:26])=O.[CH3:29][N:30](C=O)C. The catalyst is C(Cl)Cl.CC(O)=O. The product is [F:1][C:2]1[CH:10]=[CH:9][CH:8]=[CH:7][C:3]=1[C:4]1[NH:19][C:22]2[CH:23]=[CH:24][CH:26]=[C:11]([CH3:13])[C:29]=2[N:30]=1. The yield is 0.870.